Predict the product of the given reaction. From a dataset of Forward reaction prediction with 1.9M reactions from USPTO patents (1976-2016). (1) Given the reactants [C:1]([O:5][C:6](=[O:23])[CH2:7][C:8]([C:10]1[CH:15]=[N:14][C:13]([NH:16][C:17](=[O:22])[C:18]([CH3:21])([CH3:20])[CH3:19])=[CH:12][N:11]=1)=[O:9])([CH3:4])([CH3:3])[CH3:2].[Br:24]N1C(=O)CCC1=O, predict the reaction product. The product is: [C:1]([O:5][C:6](=[O:23])[CH:7]([Br:24])[C:8]([C:10]1[CH:15]=[N:14][C:13]([NH:16][C:17](=[O:22])[C:18]([CH3:21])([CH3:20])[CH3:19])=[CH:12][N:11]=1)=[O:9])([CH3:3])([CH3:2])[CH3:4]. (2) Given the reactants [ClH:1].C(OC(=O)[NH:8][CH2:9][CH2:10][CH2:11][CH2:12][NH:13][S:14]([CH3:17])(=[O:16])=[O:15])(C)(C)C, predict the reaction product. The product is: [ClH:1].[NH2:8][CH2:9][CH2:10][CH2:11][CH2:12][NH:13][S:14]([CH3:17])(=[O:16])=[O:15].